Dataset: Peptide-MHC class I binding affinity with 185,985 pairs from IEDB/IMGT. Task: Regression. Given a peptide amino acid sequence and an MHC pseudo amino acid sequence, predict their binding affinity value. This is MHC class I binding data. (1) The peptide sequence is LMRRFRFTV. The MHC is HLA-A03:01 with pseudo-sequence HLA-A03:01. The binding affinity (normalized) is 0.0847. (2) The peptide sequence is LSVIWMMWYW. The MHC is HLA-A02:03 with pseudo-sequence HLA-A02:03. The binding affinity (normalized) is 0.110.